This data is from Reaction yield outcomes from USPTO patents with 853,638 reactions. The task is: Predict the reaction yield, written as a fraction of the theoretical maximum amount of product (1.0 means a 100% yield; for example, 0.34 means a 34% yield). (1) The yield is 0.860. The product is [CH3:7][O:8][C:9]1[CH:16]=[CH:15][C:12](/[CH:13]=[CH:20]/[C:21]([NH:23][C:24]2[CH:32]=[CH:31][CH:30]=[CH:29][C:25]=2[C:26]([OH:28])=[O:27])=[O:22])=[CH:11][CH:10]=1. The catalyst is C1(C)C=CC=CC=1. The reactants are N1CCCCC1.[CH3:7][O:8][C:9]1[CH:16]=[CH:15][C:12]([CH:13]=O)=[CH:11][CH:10]=1.C([CH2:20][C:21]([NH:23][C:24]1[CH:32]=[CH:31][CH:30]=[CH:29][C:25]=1[C:26]([OH:28])=[O:27])=[O:22])(O)=O.Cl. (2) The reactants are [NH2:1][C@H:2]([C:4]1[N:13]([C:14]2[CH:19]=[CH:18][CH:17]=[C:16]([O:20][CH2:21][C:22]([F:25])([F:24])[F:23])[CH:15]=2)[C:12](=[O:26])[C:11]2[C:6](=[CH:7][CH:8]=[CH:9][C:10]=2[F:27])[N:5]=1)[CH3:3].Cl[C:29]1[C:30]2[CH:37]=[CH:36][NH:35][C:31]=2[N:32]=[CH:33][N:34]=1.C(N(C(C)C)CC)(C)C. The catalyst is CC(O)(C)C. The product is [N:32]1[C:31]2[NH:35][CH:36]=[CH:37][C:30]=2[C:29]([NH:1][C@H:2]([C:4]2[N:13]([C:14]3[CH:19]=[CH:18][CH:17]=[C:16]([O:20][CH2:21][C:22]([F:23])([F:25])[F:24])[CH:15]=3)[C:12](=[O:26])[C:11]3[C:6](=[CH:7][CH:8]=[CH:9][C:10]=3[F:27])[N:5]=2)[CH3:3])=[N:34][CH:33]=1. The yield is 0.280.